Dataset: Reaction yield outcomes from USPTO patents with 853,638 reactions. Task: Predict the reaction yield, written as a fraction of the theoretical maximum amount of product (1.0 means a 100% yield; for example, 0.34 means a 34% yield). The reactants are [C:1]1([CH2:7][N:8]2[CH2:17][CH2:16][CH2:15][C@H:9]2[C:10]([O:12]CC)=[O:11])[CH:6]=[CH:5][CH:4]=[CH:3][CH:2]=1.[OH-].[Na+].[ClH:20]. The catalyst is C1COCC1.CCO.O. The product is [ClH:20].[C:1]1([CH2:7][N:8]2[CH2:17][CH2:16][CH2:15][C@H:9]2[C:10]([OH:12])=[O:11])[CH:2]=[CH:3][CH:4]=[CH:5][CH:6]=1. The yield is 0.970.